This data is from Reaction yield outcomes from USPTO patents with 853,638 reactions. The task is: Predict the reaction yield, written as a fraction of the theoretical maximum amount of product (1.0 means a 100% yield; for example, 0.34 means a 34% yield). (1) The reactants are [S:1]1[C:5]2[CH:6]=[CH:7][CH:8]=[CH:9][C:4]=2[CH:3]=[C:2]1[C:10]([NH:12][C@H:13]([C:18]([OH:20])=O)[CH2:14][CH:15]([CH3:17])[CH3:16])=[O:11].[NH2:21][CH2:22][C@@H:23]([OH:38])[CH2:24][CH2:25][NH:26][S:27]([C:30]1[CH:35]=[CH:34][C:33]([F:36])=[CH:32][C:31]=1[Cl:37])(=[O:29])=[O:28].C1C=C2C(N(O)N=NC2=CC=1)=O.CCN=C=NCCCN(C)C.Cl.CN1CCOCC1. The catalyst is C(Cl)Cl. The product is [Cl:37][C:31]1[CH:32]=[C:33]([F:36])[CH:34]=[CH:35][C:30]=1[S:27]([NH:26][CH2:25][CH2:24][C@H:23]([OH:38])[CH2:22][NH:21][C:18]([C@@H:13]([NH:12][C:10]([C:2]1[S:1][C:5]2[CH:6]=[CH:7][CH:8]=[CH:9][C:4]=2[CH:3]=1)=[O:11])[CH2:14][CH:15]([CH3:16])[CH3:17])=[O:20])(=[O:29])=[O:28]. The yield is 0.590. (2) The reactants are [NH2:1][CH2:2][C:3]([NH:5][CH2:6][C:7]1[N:8]=[C:9]([NH:12][C:13]([NH:15][C:16]2[CH:21]=[CH:20][C:19]([CH3:22])=[CH:18][C:17]=2[C:23]([CH:25]2[CH2:29][CH2:28][CH2:27][CH2:26]2)=[O:24])=[O:14])[S:10][CH:11]=1)=[O:4].Br[CH2:31][C:32]([O:34][CH3:35])=[O:33]. The catalyst is C1COCC1. The product is [CH3:35][O:34][C:32](=[O:33])[CH2:31][NH:1][CH2:2][C:3](=[O:4])[NH:5][CH2:6][C:7]1[N:8]=[C:9]([NH:12][C:13]([NH:15][C:16]2[CH:21]=[CH:20][C:19]([CH3:22])=[CH:18][C:17]=2[C:23]([CH:25]2[CH2:29][CH2:28][CH2:27][CH2:26]2)=[O:24])=[O:14])[S:10][CH:11]=1. The yield is 0.880. (3) The reactants are [NH:1]1[CH:5]=[CH:4][CH:3]=[C:2]1[C:6]1[CH:7]=[C:8]2[C:12](=[CH:13][CH:14]=1)[NH:11][C:10](=[O:15])[C:9]12[CH2:20][CH2:19][CH2:18][CH2:17][CH2:16]1.[C:21](=O)([O-])[O-].[K+].[K+].IC.O. The catalyst is CN(C=O)C. The product is [CH3:21][N:1]1[CH:5]=[CH:4][CH:3]=[C:2]1[C:6]1[CH:7]=[C:8]2[C:12](=[CH:13][CH:14]=1)[NH:11][C:10](=[O:15])[C:9]12[CH2:20][CH2:19][CH2:18][CH2:17][CH2:16]1. The yield is 0.760.